Dataset: Catalyst prediction with 721,799 reactions and 888 catalyst types from USPTO. Task: Predict which catalyst facilitates the given reaction. Reactant: [Br:1][C:2]1[C:7](=[O:8])[N:6]([C:9]2[CH:10]=[C:11]([CH:18]=[CH:19][C:20]=2[CH3:21])[C:12](N(OC)C)=[O:13])[C:5]([CH3:22])=[N:4][C:3]=1[O:23][CH2:24][C:25]1[N:26]=[C:27]([CH3:30])[S:28][CH:29]=1.[C:31]([Mg]Cl)#[CH:32]. Product: [Br:1][C:2]1[C:7](=[O:8])[N:6]([C:9]2[CH:10]=[C:11]([C:12](=[O:13])[C:31]#[CH:32])[CH:18]=[CH:19][C:20]=2[CH3:21])[C:5]([CH3:22])=[N:4][C:3]=1[O:23][CH2:24][C:25]1[N:26]=[C:27]([CH3:30])[S:28][CH:29]=1. The catalyst class is: 7.